Dataset: Peptide-MHC class I binding affinity with 185,985 pairs from IEDB/IMGT. Task: Regression. Given a peptide amino acid sequence and an MHC pseudo amino acid sequence, predict their binding affinity value. This is MHC class I binding data. (1) The peptide sequence is NTYLFNILYK. The MHC is HLA-A68:02 with pseudo-sequence HLA-A68:02. The binding affinity (normalized) is 0.187. (2) The binding affinity (normalized) is 0.987. The MHC is HLA-B08:01 with pseudo-sequence HLA-B08:01. The peptide sequence is MAMFYAHAL. (3) The peptide sequence is RRFTQAIYD. The MHC is HLA-B27:05 with pseudo-sequence HLA-B27:05. The binding affinity (normalized) is 0.467.